From a dataset of Catalyst prediction with 721,799 reactions and 888 catalyst types from USPTO. Predict which catalyst facilitates the given reaction. (1) Reactant: [F:1][C:2]([F:53])([F:52])[C:3]1[CH:4]=[C:5]([C@H:13]2[O:17][C:16](=[O:18])[N:15]([CH2:19][C:20]3[C:25]([C:26]4[CH:27]=[C:28]([C:34]5[C:43]([CH3:44])=[CH:42][C:37]([C:38]([NH:40][NH2:41])=[O:39])=[CH:36][C:35]=5[CH3:45])[CH:29]=[N:30][C:31]=4[O:32][CH3:33])=[CH:24][N:23]=[C:22]([N:46]4[CH2:49][CH:48]([F:50])[CH2:47]4)[N:21]=3)[C@H:14]2[CH3:51])[CH:6]=[C:7]([C:9]([F:12])([F:11])[F:10])[CH:8]=1.C1N=CN([C:59](N2C=NC=C2)=[O:60])C=1. Product: [F:10][C:9]([F:12])([F:11])[C:7]1[CH:6]=[C:5]([C@H:13]2[O:17][C:16](=[O:18])[N:15]([CH2:19][C:20]3[C:25]([C:26]4[CH:27]=[C:28]([C:34]5[C:43]([CH3:44])=[CH:42][C:37]([C:38]6[O:39][C:59](=[O:60])[NH:41][N:40]=6)=[CH:36][C:35]=5[CH3:45])[CH:29]=[N:30][C:31]=4[O:32][CH3:33])=[CH:24][N:23]=[C:22]([N:46]4[CH2:49][CH:48]([F:50])[CH2:47]4)[N:21]=3)[C@H:14]2[CH3:51])[CH:4]=[C:3]([C:2]([F:1])([F:52])[F:53])[CH:8]=1. The catalyst class is: 1. (2) Reactant: [Cl:1][C:2]1[S:6][C:5]([NH:7][C:8]([CH3:12])([CH3:11])[CH2:9][OH:10])=[N:4][C:3]=1[C:13]1[CH:20]=[CH:19][C:16]([C:17]#[N:18])=[CH:15][CH:14]=1.C(N(CC)CC)C.Cl[C:29](Cl)([O:31]C(=O)OC(Cl)(Cl)Cl)Cl. Product: [Cl:1][C:2]1[S:6][C:5]([N:7]2[C:8]([CH3:12])([CH3:11])[CH2:9][O:10][C:29]2=[O:31])=[N:4][C:3]=1[C:13]1[CH:14]=[CH:15][C:16]([C:17]#[N:18])=[CH:19][CH:20]=1. The catalyst class is: 2.